From a dataset of Experimentally validated miRNA-target interactions with 360,000+ pairs, plus equal number of negative samples. Binary Classification. Given a miRNA mature sequence and a target amino acid sequence, predict their likelihood of interaction. (1) The miRNA is cel-miR-1823-3p with sequence UACUGGAAGUGUUUAGGAGUAA. The protein sequence of the target gene is METESETSSLGDDSVFWLDCEGVTQLTDGDEEEREESFRKMKSSIHSEEDDFVPELHRNVHPRERPDWEETLSAMARGADVPEIPGDLTLKSCGSTASTKVKHVKKLPFTKGHFPKMAECAHFHYENVEFGSIQLSLSEEQNEVMKNGCESKELVYLVQIACQGKSWIVKRSYEDFRVLDKHLHLCIYDRRFSQLTELPRSDVLKDSPESVTQMLTAYLSRLSTIAGNKINCGPALTWMEIDNKGNHLLVHEESSINTPAVGAAHVIKRYTARAPDELTLEVGDIVSVIDMPPKVLSTWW.... Result: 0 (no interaction). (2) Result: 0 (no interaction). The protein sequence of the target gene is MSKNLLTFEDVSVNFTQEEWQWLSDTQRDLYRKVTLENYKSLVSLGIPVYKPAVISLLEQGKDPWMVQKKGARDTCPDWQYVFKGTEFISKQDIYKESAKVLTMGRSHFSSSLDCPDLKEDHENEDWFKNRLGRQEVHSHQLFITHKEVPESEIRGCNPSCQAVHQNAILDVPQCSSTKERIDQSEPQKRSYRKKSVEMKHKKVQVEKRILKCSECEKVFNQTSSLTLHQRIHTGEKPYACVECGKAFSQSANLAQHKRIHTGEKPYECKECRKAFSQNAHLAQHQRVHTGEKPYQCKEC.... The miRNA is hsa-miR-3125 with sequence UAGAGGAAGCUGUGGAGAGA. (3) The miRNA is hsa-miR-6867-3p with sequence CUCUCCCUCUUUACCCACUAG. The protein sequence of the target gene is MANSSLSQVLLMWKPGKIQKGPCSAEQQTLTSRLLRDTETCRRNFRNFPYPDVAGPRKALCQLRELCLKWLRPEVHSKEQILELLVLEQFLSILPGEVRTWVNSQYPESSEEVVALVEDLTQILEEEEAPQSSALPQDTPEDDPNHDPNPASQAGWLSDVVTKDLVTFNDVAVDITQEDWELMPPVQKELYKTVTLQNYWNMVSLGLTVYRPTVIPVLEEPWMVIKEIVEGPNPEWEPKAQAQCPAKHLPELKQDGTQTVKLEDSYDDDNDDSVESPPVCAFGMIHIDEEGFSVKSELSQ.... Result: 0 (no interaction). (4) The miRNA is mmu-miR-203-3p with sequence GUGAAAUGUUUAGGACCACUAG. The protein sequence of the target gene is MIGQKTLYSFFSPTPTGKRTTRSPEPVPGSGVAAEIGGDAVASPAKKARVEQNEQGSPLSAEQLVRIQRNKAAALLRLAARNVPAGFGESWKQQLCGEFGKPYFVKLMGFVAEERNHHKVYPPPEQVFTWTQMCDIRDVKVVILGQDPYHGPNQAHGLCFSVQRPVPPPPSLENIFKELSTDIDGFVHPGHGDLSGWARQGVLLLNAVLTVRAHQANSHKERGWEQFTDAVVSWLNQNLSGLVFLLWGSYAQKKGSVIDRKRHHVLQTAHPSPLSVHRGFLGCRHFSKANELLQKSGKKP.... Result: 1 (interaction). (5) The miRNA is hsa-miR-4253 with sequence AGGGCAUGUCCAGGGGGU. The protein sequence of the target gene is MAASWGQVLALVLVAALWGGTQPLLKRASSGLEQVRERTWAWQLLQEIKALFGNTEYLMPFLLNQSGSLLYYLTLASTDLTLAVPICNSLAIVFTLIVGKVLGEDIGGKEAVAGMVLTITGITVCITSSVSKTQGQPSHS. Result: 0 (no interaction). (6) The miRNA is cel-miR-2-3p with sequence UAUCACAGCCAGCUUUGAUGUGC. The protein sequence of the target gene is MAAPESGPALSPGTAEGEEETILYDLLVNTEWPPETEVQPRGNQKHGASFIITKAIRDRLLFLRQYIWYSPAPFLLPDGLVRLVNKQINWHLVLASNGKLLAAVQDQCVEIRSAKDDFTSIIGKCQVPKDPKPQWRRVAWSYDCTLLAYAESTGTVRVFDLMGSELFVISPASSFIGDLSYAIAGLIFLEYKASAQWSAELLVINYRGELRSYLVSVGTNQSYQESHCFSFSSHYPHGINTAIYHPGHRLLLVGGCETAEVGMSKASSCGLSAWRVLSGSPYYKQVTNGGDGVTAVPKTL.... Result: 0 (no interaction).